Dataset: HIV replication inhibition screening data with 41,000+ compounds from the AIDS Antiviral Screen. Task: Binary Classification. Given a drug SMILES string, predict its activity (active/inactive) in a high-throughput screening assay against a specified biological target. (1) The molecule is Cc1cc(O)nc2c3c(ccc12)OC(C)(C)C=C3. The result is 0 (inactive). (2) The compound is CC(C)=CCC12Cc3ccc(O)cc3C(C(C)CN1)C2C. The result is 0 (inactive).